From a dataset of Full USPTO retrosynthesis dataset with 1.9M reactions from patents (1976-2016). Predict the reactants needed to synthesize the given product. (1) Given the product [C:40]([NH:2][CH2:3][CH2:4][N:5]([CH3:32])[C:6]([C:8]1[N:9]([CH2:25][C:26]2[CH:27]=[CH:28][CH:29]=[CH:30][CH:31]=2)[C:10]([C:21]([F:23])([F:24])[F:22])=[C:11]([CH3:20])[C:12]=1[C:13]1[CH:14]=[CH:15][C:16]([Cl:19])=[CH:17][CH:18]=1)=[O:7])(=[O:42])[CH3:41], predict the reactants needed to synthesize it. The reactants are: Cl.[NH2:2][CH2:3][CH2:4][N:5]([CH3:32])[C:6]([C:8]1[N:9]([CH2:25][C:26]2[CH:31]=[CH:30][CH:29]=[CH:28][CH:27]=2)[C:10]([C:21]([F:24])([F:23])[F:22])=[C:11]([CH3:20])[C:12]=1[C:13]1[CH:18]=[CH:17][C:16]([Cl:19])=[CH:15][CH:14]=1)=[O:7].CCN(CC)CC.[C:40](Cl)(=[O:42])[CH3:41]. (2) Given the product [C:37]([NH:36][C:33]1[CH:34]=[CH:35][C:30]([CH2:29][NH:28][C:16]([CH:11]2[CH2:10][CH:9]([NH:8][C:5]3[N:4]=[C:3]([C:19]4[C:27]5[C:22](=[CH:23][CH:24]=[CH:25][CH:26]=5)[NH:21][CH:20]=4)[C:2]([Cl:1])=[CH:7][N:6]=3)[CH2:14][N:13]([CH3:15])[CH2:12]2)=[O:18])=[CH:31][CH:32]=1)(=[O:40])[CH:38]=[CH2:39], predict the reactants needed to synthesize it. The reactants are: [Cl:1][C:2]1[C:3]([C:19]2[C:27]3[C:22](=[CH:23][CH:24]=[CH:25][CH:26]=3)[NH:21][CH:20]=2)=[N:4][C:5]([NH:8][CH:9]2[CH2:14][N:13]([CH3:15])[CH2:12][CH:11]([C:16]([OH:18])=O)[CH2:10]2)=[N:6][CH:7]=1.[NH2:28][CH2:29][C:30]1[CH:35]=[CH:34][C:33]([NH:36][C:37](=[O:40])[CH:38]=[CH2:39])=[CH:32][CH:31]=1.CCN=C=NCCCN(C)C.C1C=CC2N(O)N=NC=2C=1.Cl.